Dataset: Full USPTO retrosynthesis dataset with 1.9M reactions from patents (1976-2016). Task: Predict the reactants needed to synthesize the given product. (1) Given the product [Br:14][C:7]1[CH:6]=[CH:5][C:3]([NH2:4])=[C:2]([F:1])[C:8]=1[O:9][C:10]([F:11])([F:12])[F:13], predict the reactants needed to synthesize it. The reactants are: [F:1][C:2]1[C:8]([O:9][C:10]([F:13])([F:12])[F:11])=[CH:7][CH:6]=[CH:5][C:3]=1[NH2:4].[Br:14]N1C(=O)CCC1=O. (2) Given the product [Cl:1][C:2]1[N:7]=[C:6]([C:14]2[CH:15]=[CH:16][C:11]([Cl:10])=[CH:12][CH:13]=2)[C:5]([F:9])=[CH:4][N:3]=1, predict the reactants needed to synthesize it. The reactants are: [Cl:1][C:2]1[N:7]=[C:6](Cl)[C:5]([F:9])=[CH:4][N:3]=1.[Cl:10][C:11]1[CH:16]=[CH:15][C:14](B(O)O)=[CH:13][CH:12]=1.C(=O)([O-])[O-].[K+].[K+].B(O)O. (3) Given the product [ClH:35].[CH3:31][N:27]1[C:26]2[CH:25]=[CH:24][CH:23]=[C:22]([NH:21][C:20]([C:17]3[C:15]4[N:16]=[C:11]([NH:10][CH2:9][CH2:8][NH:7][CH3:6])[N:12]=[CH:13][C:14]=4[S:19][CH:18]=3)=[O:32])[C:30]=2[N:29]=[CH:28]1, predict the reactants needed to synthesize it. The reactants are: C(O[C:6](=O)[N:7](C)[CH2:8][CH2:9][NH:10][C:11]1[N:12]=[CH:13][C:14]2[S:19][CH:18]=[C:17]([C:20](=[O:32])[NH:21][C:22]3[C:30]4[N:29]=[CH:28][N:27]([CH3:31])[C:26]=4[CH:25]=[CH:24][CH:23]=3)[C:15]=2[N:16]=1)(C)(C)C.[ClH:35]. (4) Given the product [NH2:19][CH2:20][CH2:21][N:22]([CH2:26][CH2:27][NH:28][C:6]([O:5][C:1]([CH3:2])([CH3:3])[CH3:4])=[O:8])[CH2:23][CH2:24][NH:25][C:6]([O:5][C:1]([CH3:4])([CH3:3])[CH3:2])=[O:8], predict the reactants needed to synthesize it. The reactants are: [C:1]([O:5][C:6]([O:8]N=C(C1C=CC=CC=1)C#N)=O)([CH3:4])([CH3:3])[CH3:2].[NH2:19][CH2:20][CH2:21][N:22]([CH2:26][CH2:27][NH2:28])[CH2:23][CH2:24][NH2:25]. (5) Given the product [F:1][C:2]1[CH:7]=[C:6]([I:8])[CH:5]=[CH:4][C:3]=1[NH:9][C:10]1[C:11]([C:18]([OH:20])=[O:19])=[N:12][N:13]([CH3:17])[C:14](=[O:16])[CH:15]=1, predict the reactants needed to synthesize it. The reactants are: [F:1][C:2]1[CH:7]=[C:6]([I:8])[CH:5]=[CH:4][C:3]=1[NH:9][C:10]1[C:11]([C:18]([O:20]C)=[O:19])=[N:12][N:13]([CH3:17])[C:14](=[O:16])[CH:15]=1.CO.O.[OH-].[Li+]. (6) Given the product [Br:34][C:31]1[CH:32]=[CH:33][C:28]([N:8]2[CH2:11][CH:10]([OH:12])[CH2:9]2)=[N:29][CH:30]=1, predict the reactants needed to synthesize it. The reactants are: FC(F)(F)C(O)=O.[NH:8]1[CH2:11][CH:10]([OH:12])[CH2:9]1.C(O)(C(F)(F)F)=O.C(N(CC)CC)C.Br[C:28]1[CH:33]=[CH:32][C:31]([Br:34])=[CH:30][N:29]=1. (7) Given the product [C:1]([N:4]1[CH2:5][CH2:6][CH:7]([C:10]2[NH:11][C:12]3[C:17]([CH:18]=2)=[C:16]([C:19]2[CH:24]=[CH:23][CH:22]=[C:21]([NH2:25])[C:20]=2[CH3:26])[CH:15]=[CH:14][C:13]=3[C:27]([NH2:29])=[O:28])[CH2:8][CH2:9]1)(=[O:3])[CH3:2], predict the reactants needed to synthesize it. The reactants are: [C:1]([N:4]1[CH2:9][CH:8]=[C:7]([C:10]2[NH:11][C:12]3[C:17]([CH:18]=2)=[C:16]([C:19]2[CH:24]=[CH:23][CH:22]=[C:21]([NH2:25])[C:20]=2[CH3:26])[CH:15]=[CH:14][C:13]=3[C:27]([NH2:29])=[O:28])[CH2:6][CH2:5]1)(=[O:3])[CH3:2].BrC1C=CC(C(N)=O)=C2C=1C=C(I)N2.CC1(C)C(C)(C)OB(C2CCN(C(=O)C)CC=2)O1.NC1C(C)=C(B(O)O)C=CC=1.